Task: Predict the product of the given reaction.. Dataset: Forward reaction prediction with 1.9M reactions from USPTO patents (1976-2016) (1) Given the reactants I[C:2]1[CH:3]=[CH:4][C:5]2[N:6]([CH:8]=[C:9]([NH:11][C:12](=[O:14])[CH3:13])[N:10]=2)[N:7]=1.[NH2:15][C:16]1[CH:17]=[C:18]([OH:22])[CH:19]=[CH:20][CH:21]=1.C(=O)([O-])[O-].[K+].[K+].CN(C)C=O, predict the reaction product. The product is: [NH2:15][C:16]1[CH:17]=[C:18]([CH:19]=[CH:20][CH:21]=1)[O:22][C:2]1[CH:3]=[CH:4][C:5]2[N:6]([CH:8]=[C:9]([NH:11][C:12](=[O:14])[CH3:13])[N:10]=2)[N:7]=1. (2) Given the reactants [O:1]=[O+][O-].[CH2:4]([O:7][CH:8]1[CH2:25][CH2:24][C:11]2([CH2:16][CH2:15][N:14]([C:17]([O:19][C:20]([CH3:23])([CH3:22])[CH3:21])=[O:18])[CH2:13][CH2:12]2)[CH2:10][CH2:9]1)[CH:5]=C.CSC, predict the reaction product. The product is: [O:1]=[CH:5][CH2:4][O:7][CH:8]1[CH2:9][CH2:10][C:11]2([CH2:12][CH2:13][N:14]([C:17]([O:19][C:20]([CH3:22])([CH3:23])[CH3:21])=[O:18])[CH2:15][CH2:16]2)[CH2:24][CH2:25]1.